Dataset: Peptide-MHC class II binding affinity with 134,281 pairs from IEDB. Task: Regression. Given a peptide amino acid sequence and an MHC pseudo amino acid sequence, predict their binding affinity value. This is MHC class II binding data. (1) The peptide sequence is KKSGARSNVTFTVNQTS. The MHC is DRB4_0103 with pseudo-sequence DRB4_0103. The binding affinity (normalized) is 0.373. (2) The peptide sequence is HGGTWVSATLEQDKC. The MHC is DRB4_0103 with pseudo-sequence DRB4_0103. The binding affinity (normalized) is 0.414.